Dataset: Full USPTO retrosynthesis dataset with 1.9M reactions from patents (1976-2016). Task: Predict the reactants needed to synthesize the given product. (1) Given the product [CH3:10][O:1][C:2]1[CH:3]=[C:4]([CH:7]=[CH:8][CH:9]=1)[CH:5]=[O:6], predict the reactants needed to synthesize it. The reactants are: [OH:1][C:2]1[CH:3]=[C:4]([CH:7]=[CH:8][CH:9]=1)[CH:5]=[O:6].[C:10]([O-])([O-])=O.[K+].[K+].CI.O. (2) Given the product [N+:1]([C:4]1[CH:5]=[CH:6][C:7]([C:10]2[O:14][N:13]=[CH:12][C:11]=2[C:15]([N:18]2[CH2:22][CH2:21][CH2:20][CH2:19]2)=[O:17])=[CH:8][CH:9]=1)([O-:3])=[O:2], predict the reactants needed to synthesize it. The reactants are: [N+:1]([C:4]1[CH:9]=[CH:8][C:7]([C:10]2[O:14][N:13]=[CH:12][C:11]=2[C:15]([OH:17])=O)=[CH:6][CH:5]=1)([O-:3])=[O:2].[NH:18]1[CH2:22][CH2:21][CH2:20][CH2:19]1. (3) The reactants are: [F:1][C:2]1[CH:9]=[CH:8][CH:7]=[CH:6][C:3]=1[CH:4]=O.[CH2:10]([OH:12])[CH3:11].[CH2:13]1[C:21]2[C:16](=[CH:17][CH:18]=[CH:19][CH:20]=2)[CH2:15][C:14]1=O.[OH-].[Na+]. Given the product [F:1][C:2]1[CH:9]=[CH:8][CH:7]=[CH:6][C:3]=1[CH:4]=[C:11]1[C:17]2[C:16](=[CH:21][CH:20]=[CH:19][CH:18]=2)[C:15](=[CH:14][C:13]2[CH:8]=[CH:7][CH:6]=[CH:3][C:2]=2[F:1])[C:10]1=[O:12], predict the reactants needed to synthesize it. (4) Given the product [C:1]([C:3]1[CH:4]=[CH:5][C:6]([CH2:7][N:8]2[CH2:9][CH:10]([C:12]([O:14][C:17]([CH3:20])([CH3:19])[CH3:18])=[O:13])[CH2:11]2)=[CH:15][CH:16]=1)#[N:2], predict the reactants needed to synthesize it. The reactants are: [C:1]([C:3]1[CH:16]=[CH:15][C:6]([CH2:7][N:8]2[CH2:11][CH:10]([C:12]([OH:14])=[O:13])[CH2:9]2)=[CH:5][CH:4]=1)#[N:2].[C:17](O)([CH3:20])([CH3:19])[CH3:18].C(Cl)CCl. (5) Given the product [CH3:1][O:2][C:3](=[O:12])[C:4]1[CH:9]=[CH:8][C:7]([CH:10]([OH:11])[CH2:13][CH2:14][CH2:15][CH3:16])=[CH:6][CH:5]=1, predict the reactants needed to synthesize it. The reactants are: [CH3:1][O:2][C:3](=[O:12])[C:4]1[CH:9]=[CH:8][C:7]([CH:10]=[O:11])=[CH:6][CH:5]=1.[CH2:13]([Mg]Cl)[CH2:14][CH2:15][CH3:16]. (6) Given the product [CH3:1][C:2]1[S:23][C:5]2=[N:6][C:7]([CH3:22])=[C:8]([CH2:17][C:18]([OH:20])=[O:19])[C:9]([C:10]3[CH:11]=[CH:12][C:13]([CH3:16])=[CH:14][CH:15]=3)=[C:4]2[C:3]=1[CH3:24], predict the reactants needed to synthesize it. The reactants are: [CH3:1][C:2]1[S:23][C:5]2=[N:6][C:7]([CH3:22])=[C:8]([CH2:17][C:18]([O:20]C)=[O:19])[C:9]([C:10]3[CH:15]=[CH:14][C:13]([CH3:16])=[CH:12][CH:11]=3)=[C:4]2[C:3]=1[CH3:24].[O-2].[Li+].[Li+].Cl.